Predict the product of the given reaction. From a dataset of Forward reaction prediction with 1.9M reactions from USPTO patents (1976-2016). (1) The product is: [C:8]1([CH:2]2[CH2:3][CH2:4][CH2:5][CH2:6][C:1]2=[O:7])[CH:13]=[CH:12][CH:11]=[CH:10][CH:9]=1. Given the reactants [C:1]1(=[O:7])[CH2:6][CH2:5][CH2:4][CH:3]=[CH:2]1.[C:8]1(B(O)O)[CH:13]=[CH:12][CH:11]=[CH:10][CH:9]=1, predict the reaction product. (2) Given the reactants Cl.[Br:2][C:3]1[CH:4]=[C:5]([CH:25]=[C:26]([Br:28])[CH:27]=1)[CH2:6][N:7]([CH3:24])[C:8]([CH:10]1[CH2:15][NH:14][CH2:13][CH2:12][N:11]1[C:16]1[CH:21]=[CH:20][C:19]([F:22])=[CH:18][C:17]=1[CH3:23])=[O:9], predict the reaction product. The product is: [Br:2][C:3]1[CH:4]=[C:5]([CH:25]=[C:26]([Br:28])[CH:27]=1)[CH2:6][N:7]([CH3:24])[C:8]([CH:10]1[CH2:15][NH:14][CH2:13][CH2:12][N:11]1[C:16]1[CH:21]=[CH:20][C:19]([F:22])=[CH:18][C:17]=1[CH3:23])=[O:9]. (3) Given the reactants O1CCCC1.Cl.[C:7]12([C:17]3[CH:23]=[CH:22][C:20]([NH2:21])=[C:19]([CH3:24])[CH:18]=3)[CH2:16][CH:11]3[CH2:12][CH:13]([CH2:15][CH:9]([CH2:10]3)[CH2:8]1)[CH2:14]2.C(N(CC)CC)C.[Cl:32][C:33]1[CH:38]=[CH:37][C:36]([N+:39]([O-:41])=[O:40])=[CH:35][C:34]=1[S:42](Cl)(=[O:44])=[O:43], predict the reaction product. The product is: [C:7]12([C:17]3[CH:23]=[CH:22][C:20]([NH:21][S:42]([C:34]4[CH:35]=[C:36]([N+:39]([O-:41])=[O:40])[CH:37]=[CH:38][C:33]=4[Cl:32])(=[O:44])=[O:43])=[C:19]([CH3:24])[CH:18]=3)[CH2:14][CH:13]3[CH2:15][CH:9]([CH2:10][CH:11]([CH2:12]3)[CH2:16]1)[CH2:8]2. (4) Given the reactants [CH3:1][C:2]1[C:10]([CH3:11])=[CH:9][C:5]2[NH:6][CH:7]=[N:8][C:4]=2[CH:3]=1.[N+:12]([C:15]1[CH:22]=[CH:21][C:18]([CH2:19]Br)=[CH:17][CH:16]=1)([O-:14])=[O:13].C(=O)([O-])[O-].[K+].[K+].CN(C)C=O, predict the reaction product. The product is: [CH3:1][C:2]1[C:10]([CH3:11])=[CH:9][C:5]2[N:6]([CH2:19][C:18]3[CH:21]=[CH:22][C:15]([N+:12]([O-:14])=[O:13])=[CH:16][CH:17]=3)[CH:7]=[N:8][C:4]=2[CH:3]=1. (5) Given the reactants FC1C=C([N:8]2[CH:12]=[N:11][C:10]([C:13]([OH:15])=O)=[N:9]2)C=CC=1.CN(C(ON1N=N[C:26]2[CH:27]=[CH:28][CH:29]=[CH:30][C:25]1=2)=[N+](C)C)C.[B-](F)(F)(F)[F:34].CCN(C(C)C)C(C)C.BrC1C=C(C(N2CCNCC2CC)=O)OC=1Br, predict the reaction product. The product is: [F:34][C:25]1[CH:30]=[CH:29][CH:28]=[CH:27][C:26]=1[C:10]1([CH:13]=[O:15])[N:11]=[CH:12][NH:8][NH:9]1. (6) Given the reactants [CH3:1][CH:2]([CH3:24])[CH2:3][CH2:4][O:5][C:6](=[O:23])[NH:7][CH2:8][CH2:9][CH2:10][CH2:11][CH2:12][CH2:13][NH:14][C:15](=[O:22])[O:16][CH2:17][CH2:18][CH:19]([CH3:21])[CH3:20].C([C:30]1[CH:35]=[C:34]([C:36]([CH2:39][CH3:40])([CH3:38])[CH3:37])[CH:33]=CC=1O)(CC)(C)C.[C:42]([O-])(=O)[CH2:43][CH2:42][CH2:43][CH2:56][CH2:57][CH2:42][CH2:43][CH2:56][CH2:57][CH2:42][CH3:43].[C:56]([O-])(=O)[CH2:57][CH2:56][CH2:57][CH2:42][CH2:43][CH2:56][CH2:57][CH2:42][CH2:43][CH2:56][CH3:57].[CH2:42]([Sn+2][CH2:42][CH2:43][CH2:56][CH3:57])[CH2:43][CH2:56][CH3:57].CC(O)C(OC)C(O)C([CH2:85][C:86]1(C)[C:90]([C:92]([CH:95]=[CH2:96])([CH3:94])[CH3:93])([CH3:91])OC=C1)=O, predict the reaction product. The product is: [C:19]([C:18]1[CH:91]=[C:90]([C:92]([CH2:95][CH3:96])([CH3:93])[CH3:94])[CH:86]=[CH:85][C:17]=1[O:16][C:15](=[O:22])[NH:14][CH2:13][CH2:12][CH2:11][CH2:10][CH2:9][CH2:8][NH:7][C:6](=[O:23])[O:5][C:4]1[CH:30]=[CH:35][C:34]([C:36]([CH2:39][CH3:40])([CH3:37])[CH3:38])=[CH:33][C:3]=1[C:2]([CH2:56][CH3:57])([CH3:24])[CH3:1])([CH2:42][CH3:43])([CH3:20])[CH3:21].